Dataset: Reaction yield outcomes from USPTO patents with 853,638 reactions. Task: Predict the reaction yield, written as a fraction of the theoretical maximum amount of product (1.0 means a 100% yield; for example, 0.34 means a 34% yield). (1) The reactants are [O:1]1[C:5]2[C:6]([CH2:10][OH:11])=[CH:7][CH:8]=[CH:9][C:4]=2[O:3][CH2:2]1.[N:12]1([C:17](N2C=CN=C2)=[O:18])[CH:16]=[CH:15][N:14]=[CH:13]1. The catalyst is C(Cl)Cl. The product is [N:12]1([C:17]([O:11][CH2:10][C:6]2[C:5]3[O:1][CH2:2][O:3][C:4]=3[CH:9]=[CH:8][CH:7]=2)=[O:18])[CH:16]=[CH:15][N:14]=[CH:13]1. The yield is 0.860. (2) The product is [CH:13]([C:14]1[CH:15]=[C:16]([CH2:21][C:22]#[N:23])[CH:17]=[C:18]([I:20])[CH:19]=1)=[O:12]. The reactants are C1C=C[NH+]=CC=1.[O-][Cr](Cl)(=O)=O.[OH:12][CH2:13][C:14]1[CH:15]=[C:16]([CH2:21][C:22]#[N:23])[CH:17]=[C:18]([I:20])[CH:19]=1. The yield is 0.800. The catalyst is C(Cl)Cl. (3) The reactants are Br[C:2]1[CH:3]=[C:4]([O:11][CH3:12])[C:5]([N+:8]([O-:10])=[O:9])=[N:6][CH:7]=1.[C:13](=O)([O-])[O-].[Cs+].[Cs+].CCO[C:22]([CH3:24])=O. The catalyst is O1CCOCC1.O.[Cl-].[Na+].O. The product is [CH3:12][O:11][C:4]1[C:5]([N+:8]([O-:10])=[O:9])=[N:6][CH:7]=[C:2]([C:22]([CH3:24])=[CH2:13])[CH:3]=1. The yield is 0.680. (4) The reactants are [CH2:1]([O:3][C:4](=[O:17])[C:5]([O:8][C:9]1[CH:14]=[CH:13][C:12]([OH:15])=[CH:11][C:10]=1[CH3:16])([CH3:7])[CH3:6])[CH3:2].[CH3:18][C:19]1[C:24]([CH2:25]O)=[C:23]([C:27]([F:30])([F:29])[F:28])[CH:22]=[C:21]([C:31]2[CH:36]=[CH:35][C:34]([O:37][C:38]([F:41])([F:40])[F:39])=[CH:33][CH:32]=2)[N:20]=1.C(P(CCCC)CCCC)CCC.CN(C)C(N=NC(N(C)C)=O)=O. The catalyst is O1CCCC1. The product is [CH2:1]([O:3][C:4](=[O:17])[C:5]([CH3:6])([O:8][C:9]1[CH:14]=[CH:13][C:12]([O:15][CH2:25][C:24]2[C:19]([CH3:18])=[N:20][C:21]([C:31]3[CH:32]=[CH:33][C:34]([O:37][C:38]([F:40])([F:39])[F:41])=[CH:35][CH:36]=3)=[CH:22][C:23]=2[C:27]([F:28])([F:30])[F:29])=[CH:11][C:10]=1[CH3:16])[CH3:7])[CH3:2]. The yield is 0.750. (5) The reactants are [Cl:1][C:2]1[CH:3]=[C:4]([NH:8][C:9]([N:11]2[CH2:16][CH2:15][C:14]3[NH:17][N:18]=[C:19]([C:20]([OH:22])=O)[C:13]=3[CH2:12]2)=[O:10])[CH:5]=[CH:6][CH:7]=1.CN([C:26]([O:30][N:31]1N=NC2C=CC=N[C:32]1=2)=[N+](C)C)C.F[P-](F)(F)(F)(F)F.CCN(C(C)C)C(C)C.CONC.C1(C2C3CN(C(OC(C)(C)C)=O)CCC=3NN=2)CCCC1. The catalyst is CN(C=O)C.CO.C(OCC)(=O)C. The product is [Cl:1][C:2]1[CH:3]=[C:4]([NH:8][C:9]([N:11]2[CH2:16][CH2:15][C:14]3[NH:17][N:18]=[C:19]([C:20]([N:31]([O:30][CH3:26])[CH3:32])=[O:22])[C:13]=3[CH2:12]2)=[O:10])[CH:5]=[CH:6][CH:7]=1. The yield is 0.564.